Dataset: Reaction yield outcomes from USPTO patents with 853,638 reactions. Task: Predict the reaction yield, written as a fraction of the theoretical maximum amount of product (1.0 means a 100% yield; for example, 0.34 means a 34% yield). (1) The reactants are C(N(CC)CC)C.[CH2:8]([N:11]([CH2:22][CH:23]=[CH2:24])[S:12]([C:15]1[CH:16]=[N:17][CH:18]=[CH:19][C:20]=1[NH2:21])(=[O:14])=[O:13])[CH:9]=[CH2:10].[Br:25][C:26]1[CH:31]=[CH:30][C:29](/[CH:32]=[CH:33]/[S:34](Cl)(=[O:36])=[O:35])=[CH:28][CH:27]=1. The catalyst is N1C=CC=CC=1. The product is [CH2:22]([N:11]([CH2:8][CH:9]=[CH2:10])[S:12]([C:15]1[CH:16]=[N:17][CH:18]=[CH:19][C:20]=1[NH:21][S:34](/[CH:33]=[CH:32]/[C:29]1[CH:30]=[CH:31][C:26]([Br:25])=[CH:27][CH:28]=1)(=[O:35])=[O:36])(=[O:14])=[O:13])[CH:23]=[CH2:24]. The yield is 0.600. (2) The reactants are [CH3:1][O:2][C:3](=[O:17])[CH2:4][C:5]1[CH:10]=[CH:9][CH:8]=[C:7]([O:11][CH2:12][CH2:13][C@@H:14]([OH:16])[CH3:15])[CH:6]=1.C(N(CC)CC)C.[C:25]1([CH3:35])[CH:30]=[CH:29][C:28]([S:31](Cl)(=[O:33])=[O:32])=[CH:27][CH:26]=1.O. The catalyst is ClCCl.CCCCCC. The product is [CH3:1][O:2][C:3](=[O:17])[CH2:4][C:5]1[CH:10]=[CH:9][CH:8]=[C:7]([O:11][CH2:12][CH2:13][C@@H:14]([O:16][S:31]([C:28]2[CH:29]=[CH:30][C:25]([CH3:35])=[CH:26][CH:27]=2)(=[O:33])=[O:32])[CH3:15])[CH:6]=1. The yield is 0.630. (3) The product is [F:26][CH:25]([F:27])[C:15]1[N:14]([C:4]2[N:5]=[C:6]([N:8]3[CH2:13][CH2:12][O:11][CH2:10][CH2:9]3)[N:7]=[C:2]([N:28]3[CH2:29][CH2:30][CH:31]([NH:34][C:35](=[O:41])[O:36][C:37]([CH3:39])([CH3:38])[CH3:40])[CH2:32][CH2:33]3)[N:3]=2)[C:18]2[CH:19]=[CH:20][CH:21]=[C:22]([O:23][CH3:24])[C:17]=2[N:16]=1. The reactants are Cl[C:2]1[N:7]=[C:6]([N:8]2[CH2:13][CH2:12][O:11][CH2:10][CH2:9]2)[N:5]=[C:4]([N:14]2[C:18]3[CH:19]=[CH:20][CH:21]=[C:22]([O:23][CH3:24])[C:17]=3[N:16]=[C:15]2[CH:25]([F:27])[F:26])[N:3]=1.[NH:28]1[CH2:33][CH2:32][CH:31]([NH:34][C:35](=[O:41])[O:36][C:37]([CH3:40])([CH3:39])[CH3:38])[CH2:30][CH2:29]1.CCN(C(C)C)C(C)C. The catalyst is C1COCC1. The yield is 0.980.